This data is from Experimentally validated miRNA-target interactions with 360,000+ pairs, plus equal number of negative samples. The task is: Binary Classification. Given a miRNA mature sequence and a target amino acid sequence, predict their likelihood of interaction. The miRNA is hsa-miR-7515 with sequence AGAAGGGAAGAUGGUGAC. The protein sequence of the target gene is MVQIVISSARAGGLAEWVLMELQGEIEARYSTGLAGNLLGDLHYTTEGIPVLIVGHHILYGKIIHLEKPFAVLVKHTPGDQDCDELGRETGTRYLVTALIKDKILFKTRPKPIITSVPKKV. Result: 0 (no interaction).